This data is from Reaction yield outcomes from USPTO patents with 853,638 reactions. The task is: Predict the reaction yield, written as a fraction of the theoretical maximum amount of product (1.0 means a 100% yield; for example, 0.34 means a 34% yield). The reactants are [CH3:1][C@:2]([CH2:8][O:9][CH2:10][CH2:11][Si:12]([CH3:15])([CH3:14])[CH3:13])([CH:6]=[CH2:7])[C:3]([OH:5])=[O:4].Br[C:17]1[CH:26]=[C:25]2[C:20]([CH:21]=[CH:22][C:23]([C@H:27]([O:29][C:30](=[O:32])[CH3:31])[CH3:28])=[N:24]2)=[CH:19][CH:18]=1.C1(C)C=CC=CC=1P(C1C=CC=CC=1C)C1C=CC=CC=1C.C1(CNCC2CCCCC2)CCCCC1. The catalyst is O1CCOCC1.C([O-])(=O)C.[Pd+2].C([O-])(=O)C. The product is [C:30]([O:29][C@@H:27]([C:23]1[CH:22]=[CH:21][C:20]2[C:25](=[CH:26][C:17](/[CH:7]=[CH:6]/[C@:2]([CH3:1])([CH2:8][O:9][CH2:10][CH2:11][Si:12]([CH3:15])([CH3:13])[CH3:14])[C:3]([OH:5])=[O:4])=[CH:18][CH:19]=2)[N:24]=1)[CH3:28])(=[O:32])[CH3:31]. The yield is 0.850.